Task: Predict the product of the given reaction.. Dataset: Forward reaction prediction with 1.9M reactions from USPTO patents (1976-2016) (1) Given the reactants [N:1]1([CH2:7][C:8]2[CH:13]=[CH:12][C:11]([N:14]3[CH2:23][CH2:22][C:17]4(OCC[O:18]4)[CH2:16][CH2:15]3)=[CH:10][CH:9]=2)[CH2:6][CH2:5][O:4][CH2:3][CH2:2]1.[OH-].[Na+], predict the reaction product. The product is: [N:1]1([CH2:7][C:8]2[CH:9]=[CH:10][C:11]([N:14]3[CH2:15][CH2:16][C:17](=[O:18])[CH2:22][CH2:23]3)=[CH:12][CH:13]=2)[CH2:6][CH2:5][O:4][CH2:3][CH2:2]1. (2) Given the reactants C([Sn](CCCC)(CCCC)[C:6]1[S:7][C:8]([Cl:11])=[CH:9][CH:10]=1)CCC.[CH3:20][O:21][C:22](=[O:41])[C:23]1[CH:28]=[CH:27][C:26]([O:29][C:30]2[C:39]3[CH2:38][CH2:37][CH2:36][CH2:35][C:34]=3[N:33]=[C:32](Cl)[N:31]=2)=[CH:25][CH:24]=1.C(OCC)(=O)C.O, predict the reaction product. The product is: [CH3:20][O:21][C:22](=[O:41])[C:23]1[CH:24]=[CH:25][C:26]([O:29][C:30]2[C:39]3[CH2:38][CH2:37][CH2:36][CH2:35][C:34]=3[N:33]=[C:32]([C:6]3[S:7][C:8]([Cl:11])=[CH:9][CH:10]=3)[N:31]=2)=[CH:27][CH:28]=1. (3) Given the reactants [F:1][C:2]1[CH:7]=[C:6]([F:8])[CH:5]=[CH:4][C:3]=1[C:9](=[CH2:26])[CH2:10][CH2:11][C:12]([N:14]1[C@H:18]([C:19]2[CH:24]=[CH:23][CH:22]=[CH:21][CH:20]=2)[CH2:17][O:16][C:15]1=[O:25])=[O:13].C(N(C(C)C)CC)(C)C.[O:36]1[CH2:41]CCOO1.[Cl-].[NH4+], predict the reaction product. The product is: [F:1][C:2]1[CH:7]=[C:6]([F:8])[CH:5]=[CH:4][C:3]=1[C:9](=[CH2:26])[CH2:10][C@@H:11]([CH2:41][OH:36])[C:12]([N:14]1[C@H:18]([C:19]2[CH:24]=[CH:23][CH:22]=[CH:21][CH:20]=2)[CH2:17][O:16][C:15]1=[O:25])=[O:13]. (4) Given the reactants Cl.[CH3:2][O:3][NH2:4].C(N(CC)CC)C.[Cl:12][C:13]1[CH:18]=[CH:17][C:16]([C:19]2[CH:20]=[CH:21][C:22]([C:25]#[C:26][C:27]3[CH:28]=[CH:29][C:30]([O:35][CH2:36][CH2:37][N:38]4[CH2:43][CH2:42][CH:41]([CH3:44])[CH2:40][CH2:39]4)=[C:31]([CH:34]=3)[CH:32]=O)=[N:23][CH:24]=2)=[CH:15][CH:14]=1, predict the reaction product. The product is: [CH3:2][O:3][N:4]=[CH:32][C:31]1[CH:34]=[C:27]([C:26]#[C:25][C:22]2[CH:21]=[CH:20][C:19]([C:16]3[CH:17]=[CH:18][C:13]([Cl:12])=[CH:14][CH:15]=3)=[CH:24][N:23]=2)[CH:28]=[CH:29][C:30]=1[O:35][CH2:36][CH2:37][N:38]1[CH2:43][CH2:42][CH:41]([CH3:44])[CH2:40][CH2:39]1.